From a dataset of TCR-epitope binding with 47,182 pairs between 192 epitopes and 23,139 TCRs. Binary Classification. Given a T-cell receptor sequence (or CDR3 region) and an epitope sequence, predict whether binding occurs between them. (1) The epitope is YIFFASFYY. The TCR CDR3 sequence is CASSQDGLAGYNEQFF. Result: 1 (the TCR binds to the epitope). (2) The epitope is IQYIDIGNY. The TCR CDR3 sequence is CASSGGTGVFYEQYF. Result: 0 (the TCR does not bind to the epitope). (3) The epitope is TEILPVSMTK. The TCR CDR3 sequence is CASSLQGEETQYF. Result: 0 (the TCR does not bind to the epitope). (4) The epitope is HPVGEADYFEY. The TCR CDR3 sequence is CASSAPTGELFF. Result: 1 (the TCR binds to the epitope).